This data is from hERG Central: cardiac toxicity at 1µM, 10µM, and general inhibition. The task is: Predict hERG channel inhibition at various concentrations. (1) The drug is CCOC(=O)C1(CCCc2ccccc2)CCN(C(=O)CCc2cnn(C)c2)CC1. Results: hERG_inhib (hERG inhibition (general)): blocker. (2) The molecule is O=c1c2ccccc2oc2cc(NCCCn3ccnc3)ccc12. Results: hERG_inhib (hERG inhibition (general)): blocker. (3) The compound is COc1ccccc1C(=O)Nc1ccnn1C1CCN(Cc2cc(C)c(C)cc2C)CC1. Results: hERG_inhib (hERG inhibition (general)): blocker. (4) The drug is Cc1ccc2c(CN3CCN(S(=O)(=O)/C=C/c4ccccc4)CC3)cc(=O)oc2c1. Results: hERG_inhib (hERG inhibition (general)): blocker.